From a dataset of Retrosynthesis with 50K atom-mapped reactions and 10 reaction types from USPTO. Predict the reactants needed to synthesize the given product. Given the product COC(=O)N(C)CCCCC(=O)OC[C@@H]1CC(c2ccc(-c3ccc(N4C[C@H](Cn5ccnn5)OC4=O)cc3F)cn2)=NO1, predict the reactants needed to synthesize it. The reactants are: COC(=O)N(C)CCCCC(=O)O.O=C1O[C@@H](Cn2ccnn2)CN1c1ccc(-c2ccc(C3=NO[C@H](CO)C3)nc2)c(F)c1.